The task is: Predict the reactants needed to synthesize the given product.. This data is from Full USPTO retrosynthesis dataset with 1.9M reactions from patents (1976-2016). (1) The reactants are: [F:1][C:2]1[CH:3]=[C:4]([C:20]2[CH:25]=[CH:24][CH:23]=[CH:22][CH:21]=2)[CH:5]=[CH:6][C:7]=1[C:8]1[C:13]2=[N:14][S:15](=[O:19])(=[O:18])[CH2:16][CH2:17][N:12]2[CH:11]=[CH:10][CH:9]=1. Given the product [F:1][C:2]1[CH:3]=[C:4]([C:20]2[CH:25]=[CH:24][CH:23]=[CH:22][CH:21]=2)[CH:5]=[CH:6][C:7]=1[CH:8]1[C:13]2=[N:14][S:15](=[O:19])(=[O:18])[CH2:16][CH2:17][N:12]2[CH2:11][CH2:10][CH2:9]1, predict the reactants needed to synthesize it. (2) The reactants are: Br[C:2]1[C:6]([Br:7])=[C:5]([N:8]2[CH2:13][CH2:12][O:11][CH2:10][CH2:9]2)[S:4][C:3]=1[C:14]([O:16][CH2:17][CH3:18])=[O:15].[Cl-].[Cl:20][C:21]1[CH:22]=[C:23]([CH:26]=[CH:27][C:28]=1[Cl:29])[CH2:24][Zn+].C1COCC1. Given the product [Br:7][C:6]1[C:2]([CH2:24][C:23]2[CH:26]=[CH:27][C:28]([Cl:29])=[C:21]([Cl:20])[CH:22]=2)=[C:3]([C:14]([O:16][CH2:17][CH3:18])=[O:15])[S:4][C:5]=1[N:8]1[CH2:13][CH2:12][O:11][CH2:10][CH2:9]1, predict the reactants needed to synthesize it. (3) Given the product [CH2:2]([O:9][N:10]1[C@H:11]2[CH2:15][N:14]([C@H:13]([C:23]([O:25][CH2:26][CH:27]=[CH2:28])=[O:24])[CH2:12]2)[C:29]1=[O:31])[C:3]1[CH:8]=[CH:7][CH:6]=[CH:5][CH:4]=1, predict the reactants needed to synthesize it. The reactants are: Cl.[CH2:2]([O:9][N:10]([C:29]([O:31]C(Cl)(Cl)Cl)=O)[C@H:11]1[CH2:15][N:14](C(OC(C)(C)C)=O)[C@H:13]([C:23]([O:25][CH2:26][CH:27]=[CH2:28])=[O:24])[CH2:12]1)[C:3]1[CH:8]=[CH:7][CH:6]=[CH:5][CH:4]=1.C(N(CC)CC)C.